From a dataset of Forward reaction prediction with 1.9M reactions from USPTO patents (1976-2016). Predict the product of the given reaction. Given the reactants [CH2:1]([CH:3]1[CH:20]([OH:21])[CH:19]([CH3:22])[CH:18]=[C:17]([CH3:23])[CH:16]=[C:15]([O:24][CH3:25])[C:14](=[O:26])[O:13][CH:12]([CH:27]([CH:29]([OH:48])[CH:30]([CH3:47])/[C:31](=[N:41]\[O:42][CH2:43][C:44](O)=[O:45])/[CH:32]=[CH:33]/[CH:34]([CH3:40])[CH:35]([OH:39])/[CH:36]=[CH:37]/[CH3:38])[CH3:28])[CH:11]([O:49][CH3:50])[CH:10]=[CH:9][CH:8]=[C:7]([CH3:51])[CH2:6][CH:5]([CH3:52])[CH:4]1[OH:53])[CH3:2].C1C=CC2N(O)N=NC=2C=1.[CH3:64][N:65]1[CH2:70][CH2:69][NH:68][CH2:67][CH2:66]1.O, predict the reaction product. The product is: [OH:48][CH:29]([CH:30]([CH3:47])/[C:31](=[N:41]\[O:42][CH2:43][C:44]([N:68]1[CH2:69][CH2:70][N:65]([CH3:64])[CH2:66][CH2:67]1)=[O:45])/[CH:32]=[CH:33]/[CH:34]([CH3:40])[CH:35]([OH:39])/[CH:36]=[CH:37]/[CH3:38])[CH:27]([CH:12]1[O:13][C:14](=[O:26])[C:15]([O:24][CH3:25])=[CH:16][C:17]([CH3:23])=[CH:18][CH:19]([CH3:22])[CH:20]([OH:21])[CH:3]([CH2:1][CH3:2])[CH:4]([OH:53])[CH:5]([CH3:52])[CH2:6][C:7]([CH3:51])=[CH:8][CH:9]=[CH:10][CH:11]1[O:49][CH3:50])[CH3:28].